This data is from Catalyst prediction with 721,799 reactions and 888 catalyst types from USPTO. The task is: Predict which catalyst facilitates the given reaction. (1) Reactant: [Cl:1][C:2]1[CH:7]=[CH:6][C:5]([C@H:8]([NH:11][C:12]2[CH:13]=[C:14]([CH:17]=[CH:18][CH:19]=2)[CH:15]=O)[CH2:9][CH3:10])=[CH:4][C:3]=1[CH3:20].[NH:21]1[CH2:24][CH:23]([C:25]([OH:27])=[O:26])[CH2:22]1.CC(O)=O. Product: [Cl:1][C:2]1[CH:7]=[CH:6][C:5]([C@H:8]([NH:11][C:12]2[CH:13]=[C:14]([CH:17]=[CH:18][CH:19]=2)[CH2:15][N:21]2[CH2:24][CH:23]([C:25]([OH:27])=[O:26])[CH2:22]2)[CH2:9][CH3:10])=[CH:4][C:3]=1[CH3:20]. The catalyst class is: 5. (2) Product: [CH2:33]([O:32][C:30](=[O:31])[CH2:29][NH:5][CH2:6][CH2:7][NH:8][S:9]([C:12]1[CH:17]=[CH:16][CH:15]=[CH:14][C:13]=1[N+:18]([O-:20])=[O:19])(=[O:11])=[O:10])[CH3:34]. Reactant: C(O)(=O)C.[NH2:5][CH2:6][CH2:7][NH:8][S:9]([C:12]1[CH:17]=[CH:16][CH:15]=[CH:14][C:13]=1[N+:18]([O-:20])=[O:19])(=[O:11])=[O:10].C(N(CC)CC)C.Br[CH2:29][C:30]([O:32][CH2:33][CH3:34])=[O:31]. The catalyst class is: 4.